Dataset: Reaction yield outcomes from USPTO patents with 853,638 reactions. Task: Predict the reaction yield, written as a fraction of the theoretical maximum amount of product (1.0 means a 100% yield; for example, 0.34 means a 34% yield). (1) The yield is 0.520. The catalyst is N1C=CC=CC=1.O. The reactants are [N+:1]([C:4]1[CH:12]=[CH:11][C:7]([C:8](Cl)=[O:9])=[CH:6][CH:5]=1)([O-:3])=[O:2].[NH2:13][C:14]1[CH:19]=[CH:18][N:17]=[CH:16][C:15]=1[OH:20].C([O-])([O-])=O.[Na+].[Na+].CC(O)=O. The product is [OH:20][C:15]1[CH:16]=[N:17][CH:18]=[CH:19][C:14]=1[NH:13][C:8](=[O:9])[C:7]1[CH:11]=[CH:12][C:4]([N+:1]([O-:3])=[O:2])=[CH:5][CH:6]=1. (2) The reactants are Cl[C:2]([O:4][CH3:5])=[O:3].[CH3:6][O:7][C:8]([NH:10][CH:11]([CH:75]([CH3:77])[CH3:76])[C:12]([N:14]1[CH:18]([C:19]2[N:20](COCC[Si](C)(C)C)[CH:21]=[C:22]([C:24]3[CH:29]=[CH:28][C:27]([C:30]#[C:31][C:32]4[CH:37]=[CH:36][C:35]([C:38]5[N:39]=[C:40]([CH:51]6[CH2:55][CH2:54][CH2:53][N:52]6[C:56](=[O:66])[CH:57]([NH:61][C:62]([O:64][CH3:65])=[O:63])[CH:58]([CH3:60])[CH3:59])[N:41](COCC[Si](C)(C)C)[CH:42]=5)=[CH:34][CH:33]=4)=[CH:26][CH:25]=3)[N:23]=2)[CH2:17][NH:16][CH2:15]1)=[O:13])=[O:9].CN1CCOCC1. The catalyst is ClCCl.CN(C)C=O.O.C(O)(C(F)(F)F)=O.C(#N)C. The product is [CH3:5][O:4][C:2]([N:16]1[CH2:17][CH:18]([C:19]2[NH:20][CH:21]=[C:22]([C:24]3[CH:25]=[CH:26][C:27]([C:30]#[C:31][C:32]4[CH:33]=[CH:34][C:35]([C:38]5[N:39]=[C:40]([CH:51]6[CH2:55][CH2:54][CH2:53][N:52]6[C:56](=[O:66])[CH:57]([NH:61][C:62]([O:64][CH3:65])=[O:63])[CH:58]([CH3:60])[CH3:59])[NH:41][CH:42]=5)=[CH:36][CH:37]=4)=[CH:28][CH:29]=3)[N:23]=2)[N:14]([C:12](=[O:13])[CH:11]([NH:10][C:8]([O:7][CH3:6])=[O:9])[CH:75]([CH3:76])[CH3:77])[CH2:15]1)=[O:3]. The yield is 0.100. (3) The reactants are [NH2:1][C:2]1[CH:3]=[CH:4][C:5]2[S:10][CH2:9][C:8](=[O:11])[N:7]([CH3:12])[C:6]=2[CH:13]=1.[Cl:14][C:15]1[N:20]=[C:19](Cl)[C:18]([CH3:22])=[CH:17][N:16]=1. The catalyst is CO. The product is [Cl:14][C:15]1[N:20]=[C:19]([NH:1][C:2]2[CH:3]=[CH:4][C:5]3[S:10][CH2:9][C:8](=[O:11])[N:7]([CH3:12])[C:6]=3[CH:13]=2)[C:18]([CH3:22])=[CH:17][N:16]=1. The yield is 0.130. (4) The reactants are [CH2:1]([O:3][C:4]([C:6]1[CH:7]=[N:8][N:9]2[C:14]([OH:15])=[C:13]([C:16]([OH:18])=[O:17])[CH:12]=[N:11][C:10]=12)=[O:5])[CH3:2].S(Cl)(Cl)=O.[CH3:23]N(C=O)C.C(N(CC)CC)C. The catalyst is ClCCCl.CO. The product is [CH2:1]([O:3][C:4]([C:6]1[CH:7]=[N:8][N:9]2[C:14]([OH:15])=[C:13]([C:16]([O:18][CH3:23])=[O:17])[CH:12]=[N:11][C:10]=12)=[O:5])[CH3:2]. The yield is 0.950. (5) The reactants are Br[C:2]1[CH:7]=[CH:6][C:5]([N:8]([C:13]2[C:32]([CH:33]3[CH2:35][CH2:34]3)=[CH:31][C:16]3[C:17]([C:27]([NH:29][CH3:30])=[O:28])=[C:18]([C:20]4[CH:25]=[CH:24][C:23]([F:26])=[CH:22][CH:21]=4)[O:19][C:15]=3[CH:14]=2)[S:9]([CH3:12])(=[O:11])=[O:10])=[CH:4][C:3]=1[CH:36]([F:38])[F:37].C([O-])(=O)C.[K+].[B:44]1(B2OC(C)(C)C(C)(C)O2)[O:48]C(C)(C)C(C)(C)[O:45]1. The catalyst is O1CCOCC1.CCOC(C)=O.O.C1C=CC(P(C2C=CC=CC=2)[C-]2C=CC=C2)=CC=1.C1C=CC(P(C2C=CC=CC=2)[C-]2C=CC=C2)=CC=1.Cl[Pd]Cl.[Fe+2].C(Cl)Cl. The product is [CH:33]1([C:32]2[C:13]([N:8]([C:5]3[CH:6]=[CH:7][C:2]([B:44]([OH:48])[OH:45])=[C:3]([CH:36]([F:37])[F:38])[CH:4]=3)[S:9]([CH3:12])(=[O:11])=[O:10])=[CH:14][C:15]3[O:19][C:18]([C:20]4[CH:21]=[CH:22][C:23]([F:26])=[CH:24][CH:25]=4)=[C:17]([C:27](=[O:28])[NH:29][CH3:30])[C:16]=3[CH:31]=2)[CH2:34][CH2:35]1. The yield is 0.450.